The task is: Regression. Given a peptide amino acid sequence and an MHC pseudo amino acid sequence, predict their binding affinity value. This is MHC class I binding data.. This data is from Peptide-MHC class I binding affinity with 185,985 pairs from IEDB/IMGT. (1) The peptide sequence is KVSVGSYFC. The MHC is HLA-A02:19 with pseudo-sequence HLA-A02:19. The binding affinity (normalized) is 0.0847. (2) The binding affinity (normalized) is 0. The peptide sequence is TIRHMWSVVY. The MHC is HLA-A33:01 with pseudo-sequence HLA-A33:01. (3) The peptide sequence is AEQTDAAVKNW. The MHC is Mamu-A11 with pseudo-sequence Mamu-A11. The binding affinity (normalized) is 0.365. (4) The peptide sequence is VYSFDESSF. The MHC is HLA-A69:01 with pseudo-sequence HLA-A69:01. The binding affinity (normalized) is 0.0847. (5) The peptide sequence is YVNHTGFNV. The MHC is HLA-A32:01 with pseudo-sequence HLA-A32:01. The binding affinity (normalized) is 0.